From a dataset of Full USPTO retrosynthesis dataset with 1.9M reactions from patents (1976-2016). Predict the reactants needed to synthesize the given product. (1) Given the product [I:23][CH2:17][CH2:16][CH2:15][CH2:14][O:13][C:10]1[CH:11]=[CH:12][C:6]2[CH2:5][CH2:4][NH:3][C:2](=[O:1])[NH:8][C:7]=2[N:9]=1, predict the reactants needed to synthesize it. The reactants are: [O:1]=[C:2]1[NH:8][C:7]2[N:9]=[C:10]([O:13][CH2:14][CH2:15][CH2:16][CH2:17]OS(C)(=O)=O)[CH:11]=[CH:12][C:6]=2[CH2:5][CH2:4][NH:3]1.[I-:23].[Na+]. (2) Given the product [CH3:1][NH:2][CH2:4][C:5]1[CH:6]=[C:7]([CH:10]=[CH:11][CH:12]=1)[C:8]#[N:9], predict the reactants needed to synthesize it. The reactants are: [CH3:1][NH2:2].Br[CH2:4][C:5]1[CH:6]=[C:7]([CH:10]=[CH:11][CH:12]=1)[C:8]#[N:9]. (3) Given the product [NH2:1][C:2]1[N:10]=[CH:9][N:8]=[C:7]2[C:3]=1[N:4]=[CH:5][N:6]2[C@@H:11]1[O:12][C@H:13]([CH2:21][N:22]([CH2:40][CH2:41][OH:42])[CH2:23][CH2:24][CH2:25][NH:26][C:27]([NH:29][C:30]2[CH:35]=[CH:34][C:33]([C:36]([CH3:39])([CH3:37])[CH3:38])=[CH:32][CH:31]=2)=[O:28])[C@@H:14]([OH:18])[C@H:15]1[OH:16], predict the reactants needed to synthesize it. The reactants are: [NH2:1][C:2]1[N:10]=[CH:9][N:8]=[C:7]2[C:3]=1[N:4]=[CH:5][N:6]2[C@H:11]1[C@@H:15]2[O:16]C(C)(C)[O:18][C@@H:14]2[C@@H:13]([CH2:21][N:22]([CH2:40][CH2:41][OH:42])[CH2:23][CH2:24][CH2:25][NH:26][C:27]([NH:29][C:30]2[CH:35]=[CH:34][C:33]([C:36]([CH3:39])([CH3:38])[CH3:37])=[CH:32][CH:31]=2)=[O:28])[O:12]1.C([O-])([O-])=O.[K+].[K+].O.